This data is from Full USPTO retrosynthesis dataset with 1.9M reactions from patents (1976-2016). The task is: Predict the reactants needed to synthesize the given product. (1) Given the product [OH:11][CH2:10][CH2:9][CH2:8][CH2:7][CH2:6][CH2:5][CH2:4][CH2:3][CH2:2][N:30]1[CH2:31][CH2:32][C:26]2([O:25][CH2:24][CH2:23][N:22]([C:20]([C:17]3[S:16][C:15]([CH:12]([CH3:13])[CH3:14])=[N:19][CH:18]=3)=[O:21])[CH2:27]2)[CH2:28][CH2:29]1, predict the reactants needed to synthesize it. The reactants are: Br[CH2:2][CH2:3][CH2:4][CH2:5][CH2:6][CH2:7][CH2:8][CH2:9][CH2:10][OH:11].[CH:12]([C:15]1[S:16][C:17]([C:20]([N:22]2[CH2:27][C:26]3([CH2:32][CH2:31][NH:30][CH2:29][CH2:28]3)[O:25][CH2:24][CH2:23]2)=[O:21])=[CH:18][N:19]=1)([CH3:14])[CH3:13].C(N(CC)CC)C. (2) Given the product [Cl:12][C:13]1[CH:14]=[CH:15][C:16]([OH:21])=[C:17]([C:18]2[NH:1][N:2]=[C:3]([C:5]3[C:10]([CH3:11])=[CH:9][CH:8]=[CH:7][N:6]=3)[N:4]=2)[CH:20]=1, predict the reactants needed to synthesize it. The reactants are: [NH2:1][NH:2][C:3]([C:5]1[C:10]([CH3:11])=[CH:9][CH:8]=[CH:7][N:6]=1)=[NH:4].[Cl:12][C:13]1[CH:14]=[CH:15][C:16]([OH:21])=[C:17]([CH:20]=1)[CH:18]=O. (3) The reactants are: [Br:1][C:2]1[CH:10]=[CH:9][CH:8]=[C:7]2[C:3]=1[C:4]([CH3:17])=[C:5]([C:11]1[CH:16]=[CH:15][CH:14]=[CH:13][CH:12]=1)[NH:6]2.[CH2:18](Br)[C:19]1[CH:24]=[CH:23][CH:22]=[CH:21][CH:20]=1. Given the product [CH2:18]([N:6]1[C:7]2[C:3](=[C:2]([Br:1])[CH:10]=[CH:9][CH:8]=2)[C:4]([CH3:17])=[C:5]1[C:11]1[CH:12]=[CH:13][CH:14]=[CH:15][CH:16]=1)[C:19]1[CH:24]=[CH:23][CH:22]=[CH:21][CH:20]=1, predict the reactants needed to synthesize it. (4) Given the product [CH2:1]([O:3][C:4]1[CH:13]=[CH:12][C:7]([CH2:8][N:9]([CH3:11])[CH3:10])=[CH:6][C:5]=1[NH2:14])[CH3:2], predict the reactants needed to synthesize it. The reactants are: [CH2:1]([O:3][C:4]1[CH:13]=[CH:12][C:7]([CH2:8][N:9]([CH3:11])[CH3:10])=[CH:6][C:5]=1[N+:14]([O-])=O)[CH3:2].O.NN. (5) Given the product [C:40]([O:44][C:45](=[O:46])[NH:47][CH2:48][C:49]1[CH:82]=[CH:81][C:52]2[N:53]([CH2:70][CH2:71][CH2:72][CH2:73][OH:74])[C:54]([CH2:56][N:57]3[C:66]4[C:61](=[CH:62][CH:63]=[CH:64][CH:65]=4)[C:60]([O:67][CH3:68])=[CH:59][C:58]3=[O:69])=[N:55][C:51]=2[CH:50]=1)([CH3:43])([CH3:41])[CH3:42], predict the reactants needed to synthesize it. The reactants are: C(OC(=O)NCC1C=CC2N(CCCCO)C(CN3C4C(=CC=CC=4)C(=O)N(C4CC4)C3=O)=NC=2C=1)(C)(C)C.[C:40]([O:44][C:45]([NH:47][CH2:48][C:49]1[CH:82]=[CH:81][C:52]2[N:53]([CH2:70][CH2:71][CH2:72][CH2:73][O:74]C(=O)C(C)(C)C)[C:54]([CH2:56][N:57]3[C:66]4[C:61](=[CH:62][CH:63]=[CH:64][CH:65]=4)[C:60]([O:67][CH3:68])=[CH:59][C:58]3=[O:69])=[N:55][C:51]=2[CH:50]=1)=[O:46])([CH3:43])([CH3:42])[CH3:41]. (6) Given the product [S:1]1[CH:5]=[CH:4][C:3]([CH:9]([CH3:8])[CH:10]=[O:11])=[CH:2]1, predict the reactants needed to synthesize it. The reactants are: [S:1]1[CH:5]=[CH:4][CH:3]=[CH:2]1.Cl.O.[CH2:8]1C[O:11][CH2:10][CH2:9]1. (7) Given the product [C:1]([O:5][C:6]([N:8]1[C@H:12]([C@@H:13]([OH:14])[CH2:33][C@H:34]([CH2:35][O:36][CH2:37][C:38]2[CH:43]=[CH:42][CH:41]=[CH:40][CH:39]=2)[CH:44]([CH3:45])[CH3:46])[CH2:11][C@@H:10]([CH:15]([CH3:17])[CH3:16])[C@@H:9]1[C:18]1[CH:23]=[CH:22][C:21]([O:24][CH3:25])=[C:20]([O:26][CH2:27][CH2:28][CH2:29][O:30][CH3:31])[CH:19]=1)=[O:7])([CH3:4])([CH3:3])[CH3:2], predict the reactants needed to synthesize it. The reactants are: [C:1]([O:5][C:6]([N:8]1[C@H:12]([CH:13]=[O:14])[CH2:11][C@@H:10]([CH:15]([CH3:17])[CH3:16])[C@@H:9]1[C:18]1[CH:23]=[CH:22][C:21]([O:24][CH3:25])=[C:20]([O:26][CH2:27][CH2:28][CH2:29][O:30][CH3:31])[CH:19]=1)=[O:7])([CH3:4])([CH3:3])[CH3:2].Cl[CH2:33][C@@H:34]([CH:44]([CH3:46])[CH3:45])[CH2:35][O:36][CH2:37][C:38]1[CH:43]=[CH:42][CH:41]=[CH:40][CH:39]=1.[Mg].BrCCBr.